From a dataset of Forward reaction prediction with 1.9M reactions from USPTO patents (1976-2016). Predict the product of the given reaction. Given the reactants FC(F)(F)C(O)=O.[NH:8]1[CH2:12][CH2:11][CH2:10][CH:9]1[C:13]1[C:22]2[C:17](=[CH:18][C:19]([S:23]([O:26]C3C(F)=C(F)C(F)=C(F)C=3F)(=[O:25])=O)=[CH:20][CH:21]=2)[CH:16]=[CH:15][N:14]=1.[CH3:38][O:39][C:40]1[CH:52]=[C:51]([O:53][CH3:54])[CH:50]=[CH:49][C:41]=1[CH2:42][NH:43][C:44]1[S:45][CH:46]=[CH:47][N:48]=1.C[Si]([N-][Si](C)(C)C)(C)C.[Li+], predict the reaction product. The product is: [CH3:38][O:39][C:40]1[CH:52]=[C:51]([O:53][CH3:54])[CH:50]=[CH:49][C:41]=1[CH2:42][N:43]([C:44]1[S:45][CH:46]=[CH:47][N:48]=1)[S:23]([C:19]1[CH:18]=[C:17]2[C:22](=[CH:21][CH:20]=1)[C:13]([CH:9]1[CH2:10][CH2:11][CH2:12][NH:8]1)=[N:14][CH:15]=[CH:16]2)(=[O:25])=[O:26].